This data is from Catalyst prediction with 721,799 reactions and 888 catalyst types from USPTO. The task is: Predict which catalyst facilitates the given reaction. Product: [CH:25]1([C:20]2[N:17]=[C:40]([OH:42])[C:38]3[C:37](=[CH:36][C:35]([O:45][CH3:46])=[C:34]([O:33][CH3:32])[CH:39]=3)[N:44]=2)[CH2:24][CH2:23][CH2:22][CH2:21]1. Reactant: C1(C2N=C(N3CC[N:17]([C:20]4[CH:25]=[CH:24][CH:23]=[CH:22][C:21]=4OC)CC3)C3C(=CC(OC)=C(OC)C=3)N=2)CC1.[CH3:32][O:33][C:34]1[CH:39]=[C:38]([C:40]([O:42]C)=O)[C:37]([NH2:44])=[CH:36][C:35]=1[O:45][CH3:46].C1(C#N)CCCC1. The catalyst class is: 89.